Predict which catalyst facilitates the given reaction. From a dataset of Catalyst prediction with 721,799 reactions and 888 catalyst types from USPTO. (1) Reactant: [CH2:1]([N:8]1[C:16]2[C:11](=[CH:12][CH:13]=[C:14]([OH:17])[CH:15]=2)[C:10]([C:18]([NH:20][CH2:21][C:22]2[CH:27]=[CH:26][C:25]([F:28])=[C:24]([F:29])[CH:23]=2)=[O:19])=[C:9]1[CH:30]([CH3:32])[CH3:31])[C:2]1[CH:7]=[CH:6][CH:5]=[CH:4][CH:3]=1.C([O-])([O-])=O.[K+].[K+].I[CH2:40][CH2:41][CH2:42][CH3:43]. Product: [CH2:1]([N:8]1[C:16]2[C:11](=[CH:12][CH:13]=[C:14]([O:17][CH2:40][CH2:41][CH2:42][CH3:43])[CH:15]=2)[C:10]([C:18]([NH:20][CH2:21][C:22]2[CH:27]=[CH:26][C:25]([F:28])=[C:24]([F:29])[CH:23]=2)=[O:19])=[C:9]1[CH:30]([CH3:32])[CH3:31])[C:2]1[CH:7]=[CH:6][CH:5]=[CH:4][CH:3]=1. The catalyst class is: 3. (2) Reactant: [B:1]1([OH:11])[C:5]2[CH:6]=[C:7]([OH:10])[CH:8]=[CH:9][C:4]=2[CH2:3][O:2]1.C([O-])([O-])=O.[Cs+].[Cs+].Cl[C:19]1[N:24]=[C:23]([C:25]#[N:26])[CH:22]=[CH:21][CH:20]=1.Cl. Product: [OH:11][B:1]1[C:5]2[CH:6]=[C:7]([O:10][C:19]3[N:24]=[C:23]([C:25]#[N:26])[CH:22]=[CH:21][CH:20]=3)[CH:8]=[CH:9][C:4]=2[CH2:3][O:2]1. The catalyst class is: 18. (3) Reactant: [C:1]([C:3]1[CH:4]=[N:5][N:6]2[C:11](=[O:12])[C:10]([CH2:13][CH3:14])=[C:9]([C:15]([OH:17])=O)[NH:8][C:7]=12)#[N:2].[C:18]([NH:21][NH2:22])(=O)[CH3:19].[Cl-].ClC1N(C)C=C[N+]=1C.CCN(C(C)C)C(C)C. Product: [CH2:13]([C:10]1[C:11](=[O:12])[N:6]2[N:5]=[CH:4][C:3]([C:1]#[N:2])=[C:7]2[NH:8][C:9]=1[C:15]1[O:17][C:18]([CH3:19])=[N:21][N:22]=1)[CH3:14]. The catalyst class is: 4.